This data is from Forward reaction prediction with 1.9M reactions from USPTO patents (1976-2016). The task is: Predict the product of the given reaction. Given the reactants [C:1]([C:5]1[CH:6]=[C:7]([CH:10]=[C:11]([C:13]([CH3:16])([CH3:15])[CH3:14])[CH:12]=1)[CH2:8]Br)([CH3:4])([CH3:3])[CH3:2].[NH:17]1[CH2:22][CH2:21][NH:20][CH2:19][CH2:18]1, predict the reaction product. The product is: [C:1]([C:5]1[CH:6]=[C:7]([CH:10]=[C:11]([C:13]([CH3:16])([CH3:15])[CH3:14])[CH:12]=1)[CH2:8][N:17]1[CH2:22][CH2:21][NH:20][CH2:19][CH2:18]1)([CH3:4])([CH3:3])[CH3:2].